From a dataset of Catalyst prediction with 721,799 reactions and 888 catalyst types from USPTO. Predict which catalyst facilitates the given reaction. (1) Reactant: [C:1]([C:3]1[CH:8]=[CH:7][C:6]([CH2:9][C:10]2[CH:27]=[CH:26][C:13]3[CH2:14][CH2:15][N:16](C(OC(C)(C)C)=O)[CH2:17][CH2:18][C:12]=3[CH:11]=2)=[CH:5][CH:4]=1)#[N:2].FC(F)(F)C(O)=O. Product: [CH2:14]1[C:13]2[CH:26]=[CH:27][C:10]([CH2:9][C:6]3[CH:7]=[CH:8][C:3]([C:1]#[N:2])=[CH:4][CH:5]=3)=[CH:11][C:12]=2[CH2:18][CH2:17][NH:16][CH2:15]1. The catalyst class is: 4. (2) Reactant: [Br:1][C:2]1[CH:10]=[CH:9][CH:8]=[C:7]2[C:3]=1[CH:4]=[N:5][NH:6]2.[H-].[Na+].Cl[C:14]1[CH:19]=[CH:18][N:17]=[C:16]([S:20][CH3:21])[N:15]=1. Product: [Br:1][C:2]1[CH:10]=[CH:9][CH:8]=[C:7]2[C:3]=1[CH:4]=[N:5][N:6]2[C:14]1[CH:19]=[CH:18][N:17]=[C:16]([S:20][CH3:21])[N:15]=1. The catalyst class is: 3. (3) Reactant: [CH3:1][N:2]1[C@@H:19]2[CH2:20][C:7]3[CH:8]=[CH:9][C:10]([O:21][CH3:22])=[C:11]4[O:12][C@H:13]5[C:14]([CH:16]=[CH:17][C@@H:18]2[C@:5]5([C:6]=34)[CH2:4][CH2:3]1)=[O:15].[C:23]1(C)C=CC(S(O)(=O)=O)=CC=1.CO.C1C=CC=CC=1. Product: [CH3:1][N:2]1[C@@H:19]2[CH2:20][C:7]3[CH:8]=[CH:9][C:10]([O:21][CH3:22])=[C:11]4[O:12][C@H:13]5[C:14]([O:15][CH3:23])=[CH:16][CH:17]=[C:18]2[C@:5]5([C:6]=34)[CH2:4][CH2:3]1. The catalyst class is: 6. (4) Reactant: [F:1][C:2]1[CH:7]=[CH:6][C:5]([N:8]2[C:12](I)=[CH:11][C:10]([NH2:14])=[N:9]2)=[CH:4][CH:3]=1.CC1(C)C(C)(C)OB([C:23]2[CH:28]=[CH:27][CH:26]=[C:25]([CH2:29][O:30][CH2:31][C:32]([F:35])([F:34])[F:33])[CH:24]=2)O1.C(=O)([O-])[O-].[Na+].[Na+].C1(P(C2CCCCC2)C2CCCCC2)CCCCC1. Product: [F:1][C:2]1[CH:7]=[CH:6][C:5]([N:8]2[C:12]([C:27]3[CH:28]=[CH:23][CH:24]=[C:25]([CH2:29][O:30][CH2:31][C:32]([F:33])([F:34])[F:35])[CH:26]=3)=[CH:11][C:10]([NH2:14])=[N:9]2)=[CH:4][CH:3]=1. The catalyst class is: 848. (5) Reactant: C(OC([N:8]1[CH2:12][CH2:11][CH:10]([CH2:13][N:14]2[CH2:19][CH2:18][N:17]([C:20]([NH:22][C:23]3[CH:28]=[CH:27][C:26]([Cl:29])=[C:25]([Cl:30])[CH:24]=3)=[O:21])[CH2:16][CH2:15]2)[CH2:9]1)=O)(C)(C)C.Cl[C:32]1C=C(NC(N2CCN(CC3CCNC3)CC2)=O)C=C[C:37]=1Cl. Product: [Cl:30][C:25]1[CH:24]=[C:23]([NH:22][C:20]([N:17]2[CH2:16][CH2:15][N:14]([CH2:13][CH:10]3[CH2:11][CH2:12][N:8]([CH2:32][CH3:37])[CH2:9]3)[CH2:19][CH2:18]2)=[O:21])[CH:28]=[CH:27][C:26]=1[Cl:29]. The catalyst class is: 330. (6) Reactant: [F:1][C:2]1[CH:11]=[C:10]2[C:5]([C:6](=[O:15])[C:7]([C:12](O)=[O:13])=[CH:8][NH:9]2)=[CH:4][C:3]=1[O:16][CH3:17].C(N1C=CN=C1)([N:20]1C=CN=C1)=O.[OH-].[NH4+]. Product: [F:1][C:2]1[CH:11]=[C:10]2[C:5]([C:6](=[O:15])[C:7]([C:12]([NH2:20])=[O:13])=[CH:8][NH:9]2)=[CH:4][C:3]=1[O:16][CH3:17]. The catalyst class is: 9. (7) Reactant: [NH:1]1[CH2:6][CH2:5][CH2:4][CH:3]([CH2:7][OH:8])[CH2:2]1.C(=O)([O-])[O-].[K+].[K+].[OH-].[Na+].Cl[C:18]([O:20][CH2:21][C:22]1[CH:27]=[CH:26][CH:25]=[CH:24][CH:23]=1)=[O:19]. Product: [OH:8][CH2:7][CH:3]1[CH2:4][CH2:5][CH2:6][N:1]([C:18]([O:20][CH2:21][C:22]2[CH:27]=[CH:26][CH:25]=[CH:24][CH:23]=2)=[O:19])[CH2:2]1. The catalyst class is: 38.